The task is: Predict which catalyst facilitates the given reaction.. This data is from Catalyst prediction with 721,799 reactions and 888 catalyst types from USPTO. (1) Reactant: N1C=CC=CC=1.Cl[C:8]([O:10][CH3:11])=[O:9].[NH2:12][CH2:13][CH2:14][N:15]1[C:23]2[C:18](=[CH:19][CH:20]=[C:21]([CH2:24][N:25]([CH:33]3[CH2:35][CH2:34]3)[C:26](=[O:32])[O:27][C:28]([CH3:31])([CH3:30])[CH3:29])[CH:22]=2)[C:17]([Cl:36])=[CH:16]1.O. Product: [CH3:11][O:10][C:8](=[O:9])[NH:12][CH2:13][CH2:14][N:15]1[C:23]2[C:18](=[CH:19][CH:20]=[C:21]([CH2:24][N:25]([C:26]([O:27][C:28]([CH3:29])([CH3:30])[CH3:31])=[O:32])[CH:33]3[CH2:34][CH2:35]3)[CH:22]=2)[C:17]([Cl:36])=[CH:16]1. The catalyst class is: 22. (2) Reactant: [CH2:1]([O:5][C:6]1[C:15]2[C:10](=[CH:11][CH:12]=[C:13]([OH:16])[CH:14]=2)[C:9](=[O:17])[N:8]([CH2:18][CH:19]([CH3:21])[CH3:20])[C:7]=1[CH2:22][NH:23][C:24](=[O:30])[O:25][C:26]([CH3:29])([CH3:28])[CH3:27])[CH2:2][CH2:3][CH3:4].I[CH2:32][C:33]([NH2:35])=[O:34].C1CCN2C(=NCCC2)CC1.O. Product: [NH2:35][C:33](=[O:34])[CH2:32][O:16][C:13]1[CH:14]=[C:15]2[C:10](=[CH:11][CH:12]=1)[C:9](=[O:17])[N:8]([CH2:18][CH:19]([CH3:20])[CH3:21])[C:7]([CH2:22][NH:23][C:24](=[O:30])[O:25][C:26]([CH3:27])([CH3:29])[CH3:28])=[C:6]2[O:5][CH2:1][CH2:2][CH2:3][CH3:4]. The catalyst class is: 9.